Binary Classification. Given a drug SMILES string, predict its activity (active/inactive) in a high-throughput screening assay against a specified biological target. From a dataset of Serine/threonine kinase 33 screen with 319,792 compounds. (1) The molecule is Clc1c(NC(=O)CSc2n(Cc3occc3)c(nn2)c2ccncc2)cccc1. The result is 0 (inactive). (2) The molecule is n1(c2c(nc1/C=C\c1ccccc1)cccc2)CC. The result is 0 (inactive). (3) The compound is s1c(nc(c2ccc(cc2)C)c1)c1cc(ncc1)CCC. The result is 0 (inactive). (4) The molecule is S(=O)(=O)(Nc1c(N2CCOCC2)ccc(c1)C(F)(F)F)c1c(onc1C)C. The result is 0 (inactive).